This data is from Forward reaction prediction with 1.9M reactions from USPTO patents (1976-2016). The task is: Predict the product of the given reaction. (1) Given the reactants [F:1][C:2]1[C:3]([F:14])=[C:4]2[C:11](=[CH:12][CH:13]=1)[C:7]([CH2:8][CH2:9][NH2:10])=[CH:6][NH:5]2.[N:15]1[CH:20]=[CH:19][C:18]([O:21][C:22]2[CH:23]=[C:24]([CH:27]=[CH:28][CH:29]=2)[CH:25]=O)=[CH:17][CH:16]=1.Cl, predict the reaction product. The product is: [F:1][C:2]1[C:3]([F:14])=[C:4]2[C:11]([C:7]([CH2:8][CH2:9][NH:10][CH2:25][C:24]3[CH:27]=[CH:28][CH:29]=[C:22]([O:21][C:18]4[CH:17]=[CH:16][N:15]=[CH:20][CH:19]=4)[CH:23]=3)=[CH:6][NH:5]2)=[CH:12][CH:13]=1. (2) Given the reactants [O:1]1[C:5]2[CH:6]=[CH:7][CH:8]=[CH:9][C:4]=2[N:3]=[C:2]1[C:10]1[CH:11]=[N:12][N:13]([CH2:15][CH2:16][C@@:17]([CH3:32])([S:28]([CH3:31])(=[O:30])=[O:29])[C:18]([NH:20][O:21]C2CCCCO2)=[O:19])[CH:14]=1.Cl, predict the reaction product. The product is: [O:1]1[C:5]2[CH:6]=[CH:7][CH:8]=[CH:9][C:4]=2[N:3]=[C:2]1[C:10]1[CH:11]=[N:12][N:13]([CH2:15][CH2:16][C@@:17]([CH3:32])([S:28]([CH3:31])(=[O:30])=[O:29])[C:18]([NH:20][OH:21])=[O:19])[CH:14]=1. (3) Given the reactants Cl[C:2]1[CH:11]=[C:10]([NH:12][CH2:13][C:14]2[CH:19]=[CH:18][C:17]([O:20][CH3:21])=[C:16]([Cl:22])[CH:15]=2)[C:9]2[C:4](=[CH:5][CH:6]=[C:7]([C:23]#[N:24])[CH:8]=2)[N:3]=1.[NH:25]1[CH2:33][CH2:32][CH:28]([C:29]([OH:31])=[O:30])[CH2:27][CH2:26]1.CN1CC[CH2:37][C:36]1=O, predict the reaction product. The product is: [CH2:36]([O:30][C:29]([CH:28]1[CH2:32][CH2:33][N:25]([C:2]2[CH:11]=[C:10]([NH:12][CH2:13][C:14]3[CH:19]=[CH:18][C:17]([O:20][CH3:21])=[C:16]([Cl:22])[CH:15]=3)[C:9]3[C:4](=[CH:5][CH:6]=[C:7]([C:23]#[N:24])[CH:8]=3)[N:3]=2)[CH2:26][CH2:27]1)=[O:31])[CH3:37]. (4) The product is: [CH3:1][O:2][C:3]([C:5]1[CH:6]=[CH:7][C:8]2[CH:12]=[CH:11][S:10][C:9]=2[C:13]=1[O:14][CH2:22][C:23]1[CH:24]=[CH:25][C:26]([C:29]([F:30])([F:31])[F:32])=[CH:27][CH:28]=1)=[O:4]. Given the reactants [CH3:1][O:2][C:3]([C:5]1[CH:6]=[CH:7][C:8]2[CH:12]=[CH:11][S:10][C:9]=2[C:13]=1[OH:14])=[O:4].C(=O)([O-])[O-].[Cs+].[Cs+].Br[CH2:22][C:23]1[CH:28]=[CH:27][C:26]([C:29]([F:32])([F:31])[F:30])=[CH:25][CH:24]=1.[I-].[K+], predict the reaction product. (5) Given the reactants Br[C:2]1[N:3]=[C:4]2[CH2:12][CH2:11][CH2:10][N:9]([CH2:13][CH2:14][CH2:15][CH2:16][CH2:17][CH2:18][C:19]([O:21][CH2:22][CH3:23])=[O:20])[C:5]2=[N:6][C:7]=1[Cl:8].C(=O)([O-])[O-].[K+].[K+], predict the reaction product. The product is: [Cl:8][C:7]1[N:6]=[C:5]2[N:9]([CH2:13][CH2:14][CH2:15][CH2:16][CH2:17][CH2:18][C:19]([O:21][CH2:22][CH3:23])=[O:20])[CH2:10][CH2:11][CH2:12][C:4]2=[N:3][C:2]=1[C:12]1[CH:11]=[CH:10][N:9]=[CH:5][CH:4]=1. (6) Given the reactants [CH:1]1[CH:6]=[CH:5][C:4]([N:7]([C:14]2[CH:19]=[CH:18][C:17](Br)=[CH:16][CH:15]=2)[C:8]2[CH:13]=[CH:12][CH:11]=[CH:10][CH:9]=2)=[CH:3][CH:2]=1.CC(C)([O-])C.[Na+].[NH2:27][C:28]1[CH:33]=[CH:32][CH:31]=[CH:30][CH:29]=1.CCCCCC.C(P(C(C)(C)C)C(C)(C)C)(C)(C)C, predict the reaction product. The product is: [C:4]1([N:7]([C:8]2[CH:13]=[CH:12][CH:11]=[CH:10][CH:9]=2)[C:14]2[CH:19]=[CH:18][C:17]([NH:27][C:28]3[CH:33]=[CH:32][CH:31]=[CH:30][CH:29]=3)=[CH:16][CH:15]=2)[CH:5]=[CH:6][CH:1]=[CH:2][CH:3]=1. (7) Given the reactants [CH2:1]([O:3][C:4]([C:6]1[CH:10]=[C:9]([C:11]2[CH:16]=[CH:15][C:14]([OH:17])=[CH:13][CH:12]=2)[N:8]([C:18]2[CH:23]=[CH:22][C:21]([Cl:24])=[CH:20][C:19]=2[Cl:25])[N:7]=1)=[O:5])[CH3:2].C(N(CC)CC)C.[CH2:33]([S:36](Cl)(=[O:38])=[O:37])[CH2:34][CH3:35], predict the reaction product. The product is: [CH2:1]([O:3][C:4]([C:6]1[CH:10]=[C:9]([C:11]2[CH:12]=[CH:13][C:14]([O:17][S:36]([CH2:33][CH2:34][CH3:35])(=[O:38])=[O:37])=[CH:15][CH:16]=2)[N:8]([C:18]2[CH:23]=[CH:22][C:21]([Cl:24])=[CH:20][C:19]=2[Cl:25])[N:7]=1)=[O:5])[CH3:2].